From a dataset of Reaction yield outcomes from USPTO patents with 853,638 reactions. Predict the reaction yield, written as a fraction of the theoretical maximum amount of product (1.0 means a 100% yield; for example, 0.34 means a 34% yield). (1) The reactants are [CH:1]1([CH2:7][N:8]2[C:13](=[O:14])[C:12]([C:15]([NH:17][CH2:18][C:19]([O:21]CC)=[O:20])=[O:16])=[C:11]([OH:24])[C:10]([C:25](OC)=[O:26])=[C:9]2[OH:29])[CH2:6][CH2:5][CH2:4][CH2:3][CH2:2]1.[CH2:30]([NH2:34])[CH2:31][CH2:32][CH3:33]. The catalyst is C(Cl)(Cl)Cl. The product is [CH2:30]([NH:34][C:25]([C:10]1[C:11]([OH:24])=[C:12]([C:15]([NH:17][CH2:18][C:19]([OH:21])=[O:20])=[O:16])[C:13](=[O:14])[N:8]([CH2:7][CH:1]2[CH2:6][CH2:5][CH2:4][CH2:3][CH2:2]2)[C:9]=1[OH:29])=[O:26])[CH2:31][CH2:32][CH3:33]. The yield is 0.666. (2) The reactants are [OH-].[K+].[CH3:3][C:4]1[C:5](=[O:11])[NH:6][C:7](=[S:10])[NH:8][CH:9]=1.[CH3:12]I. The catalyst is CCO. The product is [CH3:3][C:4]1[C:5](=[O:11])[NH:6][C:7]([S:10][CH3:12])=[N:8][CH:9]=1. The yield is 0.870. (3) The reactants are [Cl:1][C:2]1[C:3]([CH3:18])=[C:4]([NH:10][C@H:11]([C@H:15]([OH:17])[CH3:16])[C:12]([OH:14])=O)[CH:5]=[CH:6][C:7]=1[C:8]#[N:9].[N+:19]([C:22]1[CH:31]=[CH:30][C:25]([C:26]([NH:28][NH2:29])=[O:27])=[CH:24][CH:23]=1)([O-:21])=[O:20].O.ON1C2C=CC=CC=2N=N1.Cl.CN(C)CCCN=C=NCC.C(N(CC)CC)C. The catalyst is C1COCC1. The product is [Cl:1][C:2]1[C:3]([CH3:18])=[C:4]([NH:10][C@H:11]([C@H:15]([OH:17])[CH3:16])[C:12]([NH:29][NH:28][C:26](=[O:27])[C:25]2[CH:24]=[CH:23][C:22]([N+:19]([O-:21])=[O:20])=[CH:31][CH:30]=2)=[O:14])[CH:5]=[CH:6][C:7]=1[C:8]#[N:9]. The yield is 0.890. (4) The reactants are [Br:1][C:2]1[C:10]2[C:5](=[CH:6][N:7]=[C:8]([CH:11]=[O:12])[CH:9]=2)[O:4][CH:3]=1.[OH:13]P([O-])(O)=O.[K+]. The yield is 0.990. The product is [Br:1][C:2]1[C:10]2[C:5](=[CH:6][N:7]=[C:8]([C:11]([OH:13])=[O:12])[CH:9]=2)[O:4][CH:3]=1. The catalyst is C1COCC1.CC(O)(C)C.O. (5) The reactants are [F:1][CH:2]([F:11])[O:3][C:4]1[CH:10]=[CH:9][CH:8]=[CH:7][C:5]=1[NH2:6].[N:12]([O-])=O.[Na+].C([O-])(=O)C.[Na+].[C:21]([CH2:24][C:25](=[O:27])[CH3:26])(=[O:23])[CH3:22]. The catalyst is C(O)(=O)C.Cl.O.C(O)C. The product is [F:1][CH:2]([F:11])[O:3][C:4]1[CH:10]=[CH:9][CH:8]=[CH:7][C:5]=1[NH:6][N:12]=[C:24]([C:25](=[O:27])[CH3:26])[C:21](=[O:23])[CH3:22]. The yield is 0.940. (6) The reactants are [Br:1][C:2]1[CH:3]=[N:4][CH:5]=[C:6]([CH:10]=1)[C:7]([OH:9])=O.[CH2:11]1[C:19]2[C:14](=[CH:15][CH:16]=[CH:17][CH:18]=2)[CH2:13][CH:12]1[NH:20][C:21]1[N:22]=[CH:23][C:24]2[CH2:30][NH:29][CH2:28][CH2:27][C:25]=2[N:26]=1.Cl.CN(C)CCCN=C=NCC. The catalyst is ClCCl. The product is [Br:1][C:2]1[CH:10]=[C:6]([C:7]([N:29]2[CH2:28][CH2:27][C:25]3[N:26]=[C:21]([NH:20][CH:12]4[CH2:11][C:19]5[C:14](=[CH:15][CH:16]=[CH:17][CH:18]=5)[CH2:13]4)[N:22]=[CH:23][C:24]=3[CH2:30]2)=[O:9])[CH:5]=[N:4][CH:3]=1. The yield is 0.680.